Dataset: Forward reaction prediction with 1.9M reactions from USPTO patents (1976-2016). Task: Predict the product of the given reaction. (1) Given the reactants [Cl:1][C:2]1[CH:7]=[CH:6][C:5]([N:8]2[C:11](=[O:12])[C@H:10]([S:13][CH2:14][C:15]([C:17]3[CH:22]=[CH:21][C:20]([Cl:23])=[CH:19][CH:18]=3)=[O:16])[C@H:9]2[C:24]2[CH:38]=[CH:37][C:27]([O:28][CH2:29][C:30]([NH:32][CH2:33][C:34](O)=[O:35])=[O:31])=[CH:26][CH:25]=2)=[CH:4][CH:3]=1.CN1CCOCC1.CN(C(ON1N=NC2C=CC=CC1=2)=[N+](C)C)C.[B-](F)(F)(F)F.[NH:68]1[CH2:73][CH2:72][CH:71]([C:74]([OH:76])=[O:75])[CH2:70][CH2:69]1, predict the reaction product. The product is: [Cl:1][C:2]1[CH:3]=[CH:4][C:5]([N:8]2[C:11](=[O:12])[C@H:10]([S:13][CH2:14][CH:15]([C:17]3[CH:22]=[CH:21][C:20]([Cl:23])=[CH:19][CH:18]=3)[OH:16])[C@H:9]2[C:24]2[CH:25]=[CH:26][C:27]([O:28][CH2:29][C:30]([NH:32][CH2:33][C:34]([N:68]3[CH2:73][CH2:72][CH:71]([C:74]([OH:76])=[O:75])[CH2:70][CH2:69]3)=[O:35])=[O:31])=[CH:37][CH:38]=2)=[CH:6][CH:7]=1. (2) Given the reactants Br[C:2]1[S:6][C:5]([C:7]2[CH:12]=[CH:11][C:10]([O:13][CH:14]([CH3:16])[CH3:15])=[C:9]([Cl:17])[CH:8]=2)=[N:4][CH:3]=1.CC1(C)C(C)(C)OB([C:26]2[CH:31]=[CH:30][N:29]=[C:28]3[N:32]([CH2:35][CH2:36][CH2:37][C:38]([O:40][CH2:41][CH3:42])=[O:39])[CH:33]=[CH:34][C:27]=23)O1.C([O-])([O-])=O.[Cs+].[Cs+].O, predict the reaction product. The product is: [Cl:17][C:9]1[CH:8]=[C:7]([C:5]2[S:6][C:2]([C:26]3[CH:31]=[CH:30][N:29]=[C:28]4[N:32]([CH2:35][CH2:36][CH2:37][C:38]([O:40][CH2:41][CH3:42])=[O:39])[CH:33]=[CH:34][C:27]=34)=[CH:3][N:4]=2)[CH:12]=[CH:11][C:10]=1[O:13][CH:14]([CH3:16])[CH3:15]. (3) Given the reactants [S-:1][C:2]#[N:3].[K+].[NH2:5][C:6]1[CH:33]=[CH:32][C:9]([O:10][C:11]2[CH:12]=[CH:13][C:14]([CH3:31])=[C:15]([NH:17][C:18](=[O:30])[C:19]3[CH:24]=[CH:23][CH:22]=[C:21]([C:25]([C:28]#[N:29])([CH3:27])[CH3:26])[CH:20]=3)[CH:16]=2)=[CH:8][CH:7]=1.BrBr, predict the reaction product. The product is: [NH2:3][C:2]1[S:1][C:7]2[CH:8]=[C:9]([O:10][C:11]3[CH:12]=[CH:13][C:14]([CH3:31])=[C:15]([NH:17][C:18](=[O:30])[C:19]4[CH:24]=[CH:23][CH:22]=[C:21]([C:25]([C:28]#[N:29])([CH3:26])[CH3:27])[CH:20]=4)[CH:16]=3)[CH:32]=[CH:33][C:6]=2[N:5]=1. (4) The product is: [I:5][C:6]1[CH:11]=[CH:10][CH:9]=[CH:8][C:7]=1[CH2:12][CH2:13][C:14](=[O:16])[CH2:15][C:17](=[O:23])[C:18]([O:20][CH2:21][CH3:22])=[O:19]. Given the reactants [O-]CC.[Na+].[I:5][C:6]1[CH:11]=[CH:10][CH:9]=[CH:8][C:7]=1[CH2:12][CH2:13][C:14](=[O:16])[CH3:15].[C:17](OCC)(=[O:23])[C:18]([O:20][CH2:21][CH3:22])=[O:19].Cl, predict the reaction product. (5) Given the reactants [CH3:1][C:2]1([N:14]2[CH2:19][CH2:18][CH:17]([N:20]3[C:24]4[CH:25]=[CH:26][CH:27]=[CH:28][C:23]=4[NH:22][C:21]3=[O:29])[CH2:16][CH2:15]2)[CH2:6][CH2:5][N:4]([C:7]([O:9][C:10](C)(C)[CH3:11])=[O:8])[CH2:3]1.FC(F)(F)C(O)=O.C(N(CC)CC)C.C(Cl)(=O)OCC.C(N)(C)(C)C, predict the reaction product. The product is: [CH3:1][C:2]1([N:14]2[CH2:19][CH2:18][CH:17]([N:20]3[C:24]4[CH:25]=[CH:26][CH:27]=[CH:28][C:23]=4[NH:22][C:21]3=[O:29])[CH2:16][CH2:15]2)[CH2:6][CH2:5][N:4]([C:7]([O:9][CH2:10][CH3:11])=[O:8])[CH2:3]1. (6) Given the reactants [OH:1][C:2]1[C:9](O)=[CH:8][CH:7]=[CH:6][C:3]=1[CH:4]=[O:5].[C:11](=[O:14])([O-])[O-].[K+].[K+].[CH2:17](Br)[C:18]1[CH:23]=[CH:22][CH:21]=[CH:20][CH:19]=1, predict the reaction product. The product is: [CH2:17]([O:1][C:2]1[C:9]([O:14][CH2:11][C:2]2[CH:9]=[CH:8][CH:7]=[CH:6][CH:3]=2)=[CH:8][CH:7]=[CH:6][C:3]=1[CH:4]=[O:5])[C:18]1[CH:23]=[CH:22][CH:21]=[CH:20][CH:19]=1. (7) Given the reactants [N+:1]([C:4]1[CH:13]=[C:12]2[C:7]([CH2:8][CH2:9][C:10](=O)[CH2:11]2)=[CH:6][CH:5]=1)([O-:3])=[O:2].C([O-])(=O)C.[NH4+].C([BH3-])#[N:21].[Na+], predict the reaction product. The product is: [N+:1]([C:4]1[CH:13]=[C:12]2[C:7]([CH2:8][CH2:9][CH:10]([NH2:21])[CH2:11]2)=[CH:6][CH:5]=1)([O-:3])=[O:2]. (8) Given the reactants [BH4-].[Na+].[CH3:3][N:4]([CH3:30])[C:5]([C:7]1[N:12]=[C:11]2[C:13]([CH:17]=[O:18])=[C:14]([CH3:16])[NH:15][C:10]2=[C:9]([NH:19][CH2:20][C:21]2[C:26]([CH3:27])=[CH:25][CH:24]=[CH:23][C:22]=2[CH2:28][CH3:29])[CH:8]=1)=[O:6], predict the reaction product. The product is: [CH3:30][N:4]([CH3:3])[C:5]([C:7]1[N:12]=[C:11]2[C:13]([CH2:17][OH:18])=[C:14]([CH3:16])[NH:15][C:10]2=[C:9]([NH:19][CH2:20][C:21]2[C:26]([CH3:27])=[CH:25][CH:24]=[CH:23][C:22]=2[CH2:28][CH3:29])[CH:8]=1)=[O:6]. (9) Given the reactants [CH3:1][O:2][C:3](=[O:30])[CH:4]=[CH:5][CH:6]1[O:10][N:9]=[C:8]([C:11]2[CH:16]=[CH:15][C:14]([O:17][CH2:18][C:19]3[C:28]4[C:23](=[CH:24][CH:25]=[CH:26][CH:27]=4)[N:22]=[C:21]([CH3:29])[CH:20]=3)=[CH:13][CH:12]=2)[CH2:7]1.[C:31]([OH:34])(=[S:33])[CH3:32].C(N(CC)CC)C, predict the reaction product. The product is: [CH3:1][O:2][C:3](=[O:30])[CH2:4][CH:5]([S:33][C:31](=[O:34])[CH3:32])[CH:6]1[O:10][N:9]=[C:8]([C:11]2[CH:16]=[CH:15][C:14]([O:17][CH2:18][C:19]3[C:28]4[C:23](=[CH:24][CH:25]=[CH:26][CH:27]=4)[N:22]=[C:21]([CH3:29])[CH:20]=3)=[CH:13][CH:12]=2)[CH2:7]1.